Dataset: Reaction yield outcomes from USPTO patents with 853,638 reactions. Task: Predict the reaction yield, written as a fraction of the theoretical maximum amount of product (1.0 means a 100% yield; for example, 0.34 means a 34% yield). (1) The reactants are [F:1][C:2]1[CH:3]=[CH:4][C:5]([OH:11])=[C:6]([CH:10]=1)[C:7]([OH:9])=[O:8].Cl.CN(C)[CH2:15][CH2:16]CN=C=N.O.ON1C2C=CC=CC=2N=N1.C(O)C. The catalyst is CN(C)C=O.O. The product is [F:1][C:2]1[CH:10]=[C:6]([C:7]([O:9][CH2:15][CH3:16])=[O:8])[C:5]([OH:11])=[CH:4][CH:3]=1. The yield is 0.280. (2) The reactants are [CH:1]1[CH:6]=[CH:5][C:4]([CH2:7][C@H:8]([N:12]2[C:21](=[O:22])[C:20]3[C:15](=[CH:16][CH:17]=[CH:18][CH:19]=3)[C:13]2=[O:14])[C:9]([OH:11])=O)=[CH:3][CH:2]=1.[NH2:23][CH2:24][C:25]([C:27]1[CH:32]=[CH:31][CH:30]=[CH:29][CH:28]=1)=[O:26].CN([P+](ON1N=NC2C=CC=CC1=2)(N(C)C)N(C)C)C.F[P-](F)(F)(F)(F)F. The catalyst is N1C=CC=CC=1. The product is [O:14]=[C:13]1[C:15]2[C:20](=[CH:19][CH:18]=[CH:17][CH:16]=2)[C:21](=[O:22])[N:12]1[C@@H:8]([CH2:7][C:4]1[CH:5]=[CH:6][CH:1]=[CH:2][CH:3]=1)[C:9]([NH:23][CH2:24][C:25](=[O:26])[C:27]1[CH:32]=[CH:31][CH:30]=[CH:29][CH:28]=1)=[O:11]. The yield is 1.00. (3) The reactants are [O-:1][S:2]([C:5]([F:8])([F:7])[F:6])(=[O:4])=[O:3].[CH3:9][N:10]([CH3:23])[C:11]1[CH:12]=[C:13]2[C:18](=[CH:19][CH:20]=1)[N+:17]([CH3:21])=[C:16]([CH3:22])[CH:15]=[CH:14]2.[CH:24](=O)[C:25]1[CH:30]=[CH:29][C:28]([O:31][CH3:32])=[CH:27][CH:26]=1. The catalyst is CO.N1CCCCC1. The product is [O-:4][S:2]([C:5]([F:8])([F:7])[F:6])(=[O:3])=[O:1].[CH3:9][N:10]([CH3:23])[C:11]1[CH:12]=[C:13]2[C:18](=[CH:19][CH:20]=1)[N+:17]([CH3:21])=[C:16](/[CH:22]=[CH:24]/[C:25]1[CH:30]=[CH:29][C:28]([O:31][CH3:32])=[CH:27][CH:26]=1)[CH:15]=[CH:14]2. The yield is 0.450.